Dataset: Full USPTO retrosynthesis dataset with 1.9M reactions from patents (1976-2016). Task: Predict the reactants needed to synthesize the given product. Given the product [CH3:20][N:18]1[CH:19]=[C:15]([N:14]2[C:5]3[C:4]4[CH:3]=[C:2]([C:32]5[CH:31]=[CH:30][CH:29]=[C:28]([O:27][CH:24]([CH3:26])[CH3:25])[CH:33]=5)[CH:11]=[CH:10][C:9]=4[N:8]=[CH:7][C:6]=3[N:12]([CH3:23])[C:13]2=[O:22])[C:16]([CH3:21])=[N:17]1, predict the reactants needed to synthesize it. The reactants are: Br[C:2]1[CH:11]=[CH:10][C:9]2[N:8]=[CH:7][C:6]3[N:12]([CH3:23])[C:13](=[O:22])[N:14]([C:15]4[C:16]([CH3:21])=[N:17][N:18]([CH3:20])[CH:19]=4)[C:5]=3[C:4]=2[CH:3]=1.[CH:24]([O:27][C:28]1[CH:29]=[C:30](B(O)O)[CH:31]=[CH:32][CH:33]=1)([CH3:26])[CH3:25].